From a dataset of Full USPTO retrosynthesis dataset with 1.9M reactions from patents (1976-2016). Predict the reactants needed to synthesize the given product. (1) Given the product [C:1]12([C:11]3[CH:12]=[C:13]([C:18]4[CH:19]=[C:20]([CH2:26][CH:27]5[S:31][C:30]([N:34]6[CH2:39][CH2:38][O:37][CH2:36][CH2:35]6)=[N:29][C:28]5=[O:33])[CH:21]=[N:22][C:23]=4[O:24][CH3:25])[CH:14]=[CH:15][C:16]=3[OH:17])[CH2:10][CH:5]3[CH2:4][CH:3]([CH2:9][CH:7]([CH2:6]3)[CH2:8]1)[CH2:2]2, predict the reactants needed to synthesize it. The reactants are: [C:1]12([C:11]3[CH:12]=[C:13]([C:18]4[CH:19]=[C:20]([CH2:26][CH:27]5[S:31][C:30](=S)[NH:29][C:28]5=[O:33])[CH:21]=[N:22][C:23]=4[O:24][CH3:25])[CH:14]=[CH:15][C:16]=3[OH:17])[CH2:10][CH:5]3[CH2:6][CH:7]([CH2:9][CH:3]([CH2:4]3)[CH2:2]1)[CH2:8]2.[NH:34]1[CH2:39][CH2:38][O:37][CH2:36][CH2:35]1. (2) Given the product [Cl:18][C:12]1[CH:13]=[CH:14][CH:15]=[C:16]([Cl:17])[C:11]=1[C:9]1[S:8][C:7]2[C:2]([NH:31][C:30]([CH:29]3[CH2:33][CH2:34]3)=[O:36])=[N:3][CH:4]=[CH:5][C:6]=2[N:10]=1, predict the reactants needed to synthesize it. The reactants are: Br[C:2]1[C:7]2[S:8][C:9]([C:11]3[C:16]([Cl:17])=[CH:15][CH:14]=[CH:13][C:12]=3[Cl:18])=[N:10][C:6]=2[CH:5]=[CH:4][N:3]=1.ClC1C=CC=C(Cl)C=1C1S[C:29]2[C:30](=[O:36])[NH:31]C=[CH:33][C:34]=2N=1.P(Br)(Br)(Br)=O. (3) Given the product [Cl:1][C:2]1[CH:7]=[CH:6][C:5]([C:8]([F:10])([F:11])[F:9])=[CH:4][C:3]=1[C:12]1[C:13]([C:17]#[N:18])=[CH:14][N:15]([C:20]2[C:21]3[CH:28]=[CH:27][NH:26][C:22]=3[N:23]=[CH:24][N:25]=2)[CH:16]=1, predict the reactants needed to synthesize it. The reactants are: [Cl:1][C:2]1[CH:7]=[CH:6][C:5]([C:8]([F:11])([F:10])[F:9])=[CH:4][C:3]=1[C:12]1[C:13]([C:17]#[N:18])=[CH:14][NH:15][CH:16]=1.Cl[C:20]1[C:21]2[CH2:28][CH2:27][N:26](CC3C=CC(OC)=CC=3)[C:22]=2[N:23]=[CH:24][N:25]=1. (4) The reactants are: [Cl:1][C:2]1[C:3]([F:42])=[C:4]([C@@H:8]2[C@:12]([C:15]3[CH:20]=[CH:19][C:18]([Cl:21])=[CH:17][C:16]=3[F:22])([C:13]#[N:14])[C@H:11]([CH2:23][C:24]([CH3:27])([CH3:26])[CH3:25])[NH:10][C@H:9]2[C:28]([NH:30][C:31]2[N:32]=[CH:33][C:34]([C:37]([O:39]CC)=[O:38])=[N:35][CH:36]=2)=[O:29])[CH:5]=[CH:6][CH:7]=1.CSC.[Br-].[Al+3].[Br-].[Br-]. Given the product [Cl:21][C:18]1[CH:19]=[CH:20][C:15]([C@@:12]2([C:13]#[N:14])[C@H:11]([CH2:23][C:24]([CH3:26])([CH3:27])[CH3:25])[NH:10][C@@H:9]([C:28]([NH:30][C:31]3[N:32]=[CH:33][C:34]([C:37]([OH:39])=[O:38])=[N:35][CH:36]=3)=[O:29])[C@@H:8]2[C:4]2[CH:5]=[CH:6][CH:7]=[C:2]([Cl:1])[C:3]=2[F:42])=[C:16]([F:22])[CH:17]=1, predict the reactants needed to synthesize it. (5) Given the product [Cl:66][C:47]1[CH:46]=[CH:45][C:44]([NH:43][C:7]([C:5]2[O:6][C:2]([F:1])=[CH:3][CH:4]=2)=[O:9])=[CH:49][C:48]=1[C:50]1[N:51]=[C:52]2[N:57]=[CH:56][C:55]([NH:58][C:59](=[O:64])[O:60][CH:61]([CH3:62])[CH3:63])=[CH:54][N:53]2[CH:65]=1, predict the reactants needed to synthesize it. The reactants are: [F:1][C:2]1[O:6][C:5]([C:7]([OH:9])=O)=[CH:4][CH:3]=1.CN(C(ON1N=NC2C=CC=NC1=2)=[N+](C)C)C.F[P-](F)(F)(F)(F)F.CCN(C(C)C)C(C)C.[NH2:43][C:44]1[CH:45]=[CH:46][C:47]([Cl:66])=[C:48]([C:50]2[N:51]=[C:52]3[N:57]=[CH:56][C:55]([NH:58][C:59](=[O:64])[O:60][CH:61]([CH3:63])[CH3:62])=[CH:54][N:53]3[CH:65]=2)[CH:49]=1. (6) The reactants are: [CH2:1]([O:3][CH:4]([O:8][CH2:9][CH3:10])[CH2:5][CH2:6][NH2:7])[CH3:2].[CH3:11][C:12]([O:15][C:16](O[C:16]([O:15][C:12]([CH3:14])([CH3:13])[CH3:11])=[O:17])=[O:17])([CH3:14])[CH3:13].O.Cl. Given the product [CH2:1]([O:3][CH:4]([O:8][CH2:9][CH3:10])[CH2:5][CH2:6][NH:7][C:16](=[O:17])[O:15][C:12]([CH3:14])([CH3:13])[CH3:11])[CH3:2], predict the reactants needed to synthesize it. (7) Given the product [NH:1]1[C:9]2[C:4](=[N+:5]([O-:18])[CH:6]=[CH:7][CH:8]=2)[CH:3]=[CH:2]1, predict the reactants needed to synthesize it. The reactants are: [NH:1]1[C:9]2[C:4](=[N:5][CH:6]=[CH:7][CH:8]=2)[CH:3]=[CH:2]1.ClC1C=CC=C(C(OO)=[O:18])C=1. (8) Given the product [Br:12][C:10]1[N:11]=[C:7]([CH:23]([OH:24])[C:21]2[CH:20]=[CH:19][C:17]3[NH:18][C:14](=[O:13])[S:15][C:16]=3[CH:22]=2)[S:8][CH:9]=1, predict the reactants needed to synthesize it. The reactants are: C([Mg]Cl)(C)C.Br[C:7]1[S:8][CH:9]=[C:10]([Br:12])[N:11]=1.[O:13]=[C:14]1[NH:18][C:17]2[CH:19]=[CH:20][C:21]([CH:23]=[O:24])=[CH:22][C:16]=2[S:15]1.[Cl-].[NH4+].